This data is from NCI-60 drug combinations with 297,098 pairs across 59 cell lines. The task is: Regression. Given two drug SMILES strings and cell line genomic features, predict the synergy score measuring deviation from expected non-interaction effect. (1) Drug 1: C1=C(C(=O)NC(=O)N1)F. Drug 2: CC1=C(C(CCC1)(C)C)C=CC(=CC=CC(=CC(=O)O)C)C. Cell line: CAKI-1. Synergy scores: CSS=37.9, Synergy_ZIP=4.60, Synergy_Bliss=4.81, Synergy_Loewe=11.9, Synergy_HSA=12.4. (2) Drug 2: C1CCC(C(C1)N)N.C(=O)(C(=O)[O-])[O-].[Pt+4]. Cell line: NCI-H226. Synergy scores: CSS=21.7, Synergy_ZIP=-6.59, Synergy_Bliss=-1.77, Synergy_Loewe=0.880, Synergy_HSA=1.11. Drug 1: COC1=C(C=C2C(=C1)N=CN=C2NC3=CC(=C(C=C3)F)Cl)OCCCN4CCOCC4.